This data is from Full USPTO retrosynthesis dataset with 1.9M reactions from patents (1976-2016). The task is: Predict the reactants needed to synthesize the given product. (1) Given the product [C:2]1([S:8]([C:11]2[CH:20]=[C:19]3[C:14]([CH:15]([CH2:21][NH:22][C:25]([NH2:26])=[O:23])[CH2:16][CH2:17][O:18]3)=[CH:13][CH:12]=2)(=[O:10])=[O:9])[CH:3]=[CH:4][CH:5]=[CH:6][CH:7]=1, predict the reactants needed to synthesize it. The reactants are: Cl.[C:2]1([S:8]([C:11]2[CH:20]=[C:19]3[C:14]([CH:15]([CH2:21][NH2:22])[CH2:16][CH2:17][O:18]3)=[CH:13][CH:12]=2)(=[O:10])=[O:9])[CH:7]=[CH:6][CH:5]=[CH:4][CH:3]=1.[O:23]([C:25]#[N:26])[K]. (2) The reactants are: [I:1][C:2]1[CH:3]=[C:4]([CH2:25][CH:26]([O:32][CH2:33][CH3:34])[C:27]([O:29]CC)=[O:28])[CH:5]=[CH:6][C:7]=1[O:8][CH2:9][CH2:10][N:11]1[C:24]2[CH:23]=[CH:22][CH:21]=[CH:20][C:19]=2[O:18][C:17]2[C:12]1=[CH:13][CH:14]=[CH:15][CH:16]=2.[CH3:35][OH:36].[OH-:37].[Na+].[OH2:39]. Given the product [CH:26]([OH:32])([C:27]([OH:29])=[O:28])[CH:25]([OH:39])[C:35]([OH:37])=[O:36].[I:1][C:2]1[CH:3]=[C:4]([CH2:25][CH:26]([O:32][CH2:33][CH3:34])[C:27]([OH:29])=[O:28])[CH:5]=[CH:6][C:7]=1[O:8][CH2:9][CH2:10][N:11]1[C:24]2[CH:23]=[CH:22][CH:21]=[CH:20][C:19]=2[O:18][C:17]2[C:12]1=[CH:13][CH:14]=[CH:15][CH:16]=2, predict the reactants needed to synthesize it. (3) Given the product [F:22][C:16]1[CH:15]=[C:14]([C:7]2[CH:8]=[C:9]([C:12]#[N:13])[C:10]3[C:5]([CH:6]=2)=[CH:4][CH:3]=[C:2]([OH:1])[CH:11]=3)[CH:19]=[CH:18][C:17]=1[OH:20], predict the reactants needed to synthesize it. The reactants are: [OH:1][C:2]1[CH:11]=[C:10]2[C:5]([CH:6]=[C:7]([C:14]3[CH:19]=[CH:18][C:17]([O:20]C)=[C:16]([F:22])[CH:15]=3)[CH:8]=[C:9]2[C:12]#[N:13])=[CH:4][CH:3]=1.Cl.[NH+]1C=CC=CC=1. (4) Given the product [C:46]([O:45][C:44](=[O:50])[NH:43][C@H:40]1[CH2:41][CH2:42][C@@H:37]([NH:36][C:33]([C:21]2[C:17]3[N:18]=[CH:19][N:20]=[C:15]([C:7]4[CH:8]=[C:9]([O:13][CH3:14])[C:10]([F:12])=[CH:11][C:6]=4[O:5][CH2:4][CH:1]4[CH2:2][CH2:3]4)[C:16]=3[N:23]([CH2:24][O:25][CH2:26][CH2:27][Si:28]([CH3:29])([CH3:31])[CH3:30])[C:22]=2[CH3:32])=[O:34])[CH2:38][CH2:39]1)([CH3:47])([CH3:49])[CH3:48], predict the reactants needed to synthesize it. The reactants are: [CH:1]1([CH2:4][O:5][C:6]2[CH:11]=[C:10]([F:12])[C:9]([O:13][CH3:14])=[CH:8][C:7]=2[C:15]2[C:16]3[N:23]([CH2:24][O:25][CH2:26][CH2:27][Si:28]([CH3:31])([CH3:30])[CH3:29])[C:22]([CH3:32])=[C:21]([C:33](O)=[O:34])[C:17]=3[N:18]=[CH:19][N:20]=2)[CH2:3][CH2:2]1.[NH2:36][C@@H:37]1[CH2:42][CH2:41][C@H:40]([NH:43][C:44](=[O:50])[O:45][C:46]([CH3:49])([CH3:48])[CH3:47])[CH2:39][CH2:38]1.